From a dataset of Full USPTO retrosynthesis dataset with 1.9M reactions from patents (1976-2016). Predict the reactants needed to synthesize the given product. (1) Given the product [OH:8][C:9]1[CH:10]=[CH:11][C:12]([CH2:13][N:14]2[C:22]3[C:17](=[CH:18][CH:19]=[CH:20][CH:21]=3)[CH:16]=[C:15]2[CH2:23][NH:24][CH3:25])=[CH:26][CH:27]=1, predict the reactants needed to synthesize it. The reactants are: C([O:8][C:9]1[CH:27]=[CH:26][C:12]([CH2:13][N:14]2[C:22]3[C:17](=[CH:18][CH:19]=[CH:20][CH:21]=3)[CH:16]=[C:15]2[CH2:23][NH:24][CH3:25])=[CH:11][CH:10]=1)C1C=CC=CC=1. (2) The reactants are: BrC1C([C@@H](NC(=O)CN2C3C(F)(F)CCC(F)(F)C=3C(C(F)F)=N2)CC2C=C(F)C=C(F)C=2)=NC=C(Br)C=1.[NH2:39][C@H:40]([C:50]1[C:55]([C:56]2[CH:57]=[CH:58][C:59]([Cl:71])=[C:60]3[C:64]=2[N:63]([CH3:65])[N:62]=[C:61]3[NH:66][S:67]([CH3:70])(=[O:69])=[O:68])=[CH:54][CH:53]=[C:52]([C:72]#[C:73][C:74]([OH:77])([CH3:76])[CH3:75])[N:51]=1)[CH2:41][C:42]1[CH:47]=[C:46]([F:48])[CH:45]=[C:44]([F:49])[CH:43]=1.[OH:78][C:79]1[CH:80]=[C:81]2[C:85](=[CH:86][CH:87]=1)[NH:84][C:83]([CH3:88])=[C:82]2[CH2:89][C:90](O)=[O:91]. Given the product [Cl:71][C:59]1[CH:58]=[CH:57][C:56]([C:55]2[C:50]([C@@H:40]([NH:39][C:90](=[O:91])[CH2:89][C:82]3[C:81]4[C:85](=[CH:86][CH:87]=[C:79]([OH:78])[CH:80]=4)[NH:84][C:83]=3[CH3:88])[CH2:41][C:42]3[CH:47]=[C:46]([F:48])[CH:45]=[C:44]([F:49])[CH:43]=3)=[N:51][C:52]([C:72]#[C:73][C:74]([OH:77])([CH3:75])[CH3:76])=[CH:53][CH:54]=2)=[C:64]2[C:60]=1[C:61]([NH:66][S:67]([CH3:70])(=[O:68])=[O:69])=[N:62][N:63]2[CH3:65], predict the reactants needed to synthesize it. (3) Given the product [Br:13][C:14]1[CH:19]=[CH:18][CH:17]=[CH:16][C:15]=1[CH2:20][CH2:21][CH:22]=[O:23], predict the reactants needed to synthesize it. The reactants are: BrC1C=CC(CCC(O)=O)=CC=1.[Br:13][C:14]1[CH:19]=[CH:18][CH:17]=[CH:16][C:15]=1[CH2:20][CH2:21][C:22](O)=[O:23].BrC1C=CC=CC=1CCCO.S(C)C. (4) Given the product [Cl:1][C:2]1[CH:3]=[C:4]2[C:8](=[CH:9][CH:10]=1)[NH:7][CH:6]=[C:5]2[CH:16]([N:17]([CH3:18])[CH3:19])[C:15]1[CH:14]=[C:13]([CH3:12])[CH:22]=[CH:21][CH:20]=1, predict the reactants needed to synthesize it. The reactants are: [Cl:1][C:2]1[CH:3]=[C:4]2[C:8](=[CH:9][CH:10]=1)[NH:7][CH:6]=[CH:5]2.[Cl-].[CH3:12][C:13]1[CH:14]=[C:15]([CH:20]=[CH:21][CH:22]=1)[CH:16]=[N+:17]([CH3:19])[CH3:18].CC1C=C(C=CC=1)C=O.CNC. (5) Given the product [N+:14]([C:9]1[CH:10]=[CH:11][CH:12]=[CH:13][C:8]=1[CH2:7][NH:6][CH2:4][CH2:3][CH:2]([C:17]1[CH:18]=[CH:19][CH:20]=[CH:21][CH:22]=1)[OH:1])([O-:16])=[O:15], predict the reactants needed to synthesize it. The reactants are: [OH:1][CH:2]([C:17]1[CH:22]=[CH:21][CH:20]=[CH:19][CH:18]=1)[CH2:3][C:4]([NH:6][CH2:7][C:8]1[CH:13]=[CH:12][CH:11]=[CH:10][C:9]=1[N+:14]([O-:16])=[O:15])=O.O1CCCC1.O1CCCC1.B.CO.